From a dataset of Retrosynthesis with 50K atom-mapped reactions and 10 reaction types from USPTO. Predict the reactants needed to synthesize the given product. (1) Given the product COc1cc2[nH]ccc(=O)c2cn1, predict the reactants needed to synthesize it. The reactants are: COc1ncc2c(=O)cc[nH]c2c1Br. (2) Given the product CC=CCOc1ccc(C)c2c1C(=O)C(C)C2c1ccccc1, predict the reactants needed to synthesize it. The reactants are: CC=CCBr.Cc1ccc(O)c2c1C(c1ccccc1)C(C)C2=O.